Dataset: CYP2C19 inhibition data for predicting drug metabolism from PubChem BioAssay. Task: Regression/Classification. Given a drug SMILES string, predict its absorption, distribution, metabolism, or excretion properties. Task type varies by dataset: regression for continuous measurements (e.g., permeability, clearance, half-life) or binary classification for categorical outcomes (e.g., BBB penetration, CYP inhibition). Dataset: cyp2c19_veith. (1) The result is 0 (non-inhibitor). The compound is COC(=O)C1(CC(C)C)C=C2C(=C(C)C(=O)C2C)CN1. (2) The molecule is CN1CCC2(CC1)CCN(C(=O)Oc1ccccc1)CC2. The result is 0 (non-inhibitor). (3) The compound is COc1ccc(C)cc1NC1=C(Cl)C(=O)N(C2CCCCC2)C1=O. The result is 1 (inhibitor). (4) The drug is CCOC(=O)N/N=C1/C[C@@H](O)[C@@H](O)[C@H]2[C@@H]1CC[C@@H]1C(=O)N(Cc3ccc4c(c3)OCO4)C(=O)[C@H]12. The result is 0 (non-inhibitor). (5) The drug is CCOC(=O)CN(C(=O)CCC(=O)Nc1cc(C)on1)C(C(=O)NC1CCCC1)c1cccnc1. The result is 1 (inhibitor). (6) The drug is CCCC(=O)NCCc1c2n(c3ccc(OC)cc13)Cc1ccccc1-2. The result is 1 (inhibitor).